Predict the reactants needed to synthesize the given product. From a dataset of Full USPTO retrosynthesis dataset with 1.9M reactions from patents (1976-2016). (1) Given the product [CH2:1]([O:3][C:4]([CH:6]1[CH2:10][CH2:9][CH2:8][CH:7]1[NH:11][CH2:12][CH2:13][C:14]([CH3:15])([CH3:17])[CH3:16])=[O:5])[CH3:2], predict the reactants needed to synthesize it. The reactants are: [CH2:1]([O:3][C:4]([C@@H:6]1[CH2:10][CH2:9][CH2:8][C@@H:7]1[NH:11][CH2:12][CH2:13][C:14]([CH3:17])([CH3:16])[CH3:15])=[O:5])[CH3:2].C(OC([C@@H]1CCC[C@H]1NCCC(C)(C)C)=O)C. (2) Given the product [CH:13]1([NH:12][CH2:11][CH2:10][C@@H:9]([NH:5][C:6](=[O:8])[O:7][C:18]([CH3:20])([CH3:19])[CH3:17])[CH3:16])[CH2:14][CH2:15]1, predict the reactants needed to synthesize it. The reactants are: CC([N:5]([C@@H:9]([CH3:16])[CH2:10][CH2:11][NH:12][CH:13]1[CH2:15][CH2:14]1)[C:6](=[O:8])[O-:7])(C)C.[CH3:17][C:18](N([C@@H](C)CC=O)C(=O)[O-])([CH3:20])[CH3:19].C1(N)CC1.C(O)(=O)C.C(O[BH-](OC(=O)C)OC(=O)C)(=O)C.[Na+]. (3) Given the product [CH2:1]([C:5]1[C:6]([CH2:13][C:14]2[CH:15]=[C:16]([CH2:31][CH2:32][CH3:33])[C:17]([O:23][Si:24]([C:27]([CH3:30])([CH3:29])[CH3:28])([CH3:26])[CH3:25])=[C:18]([CH2:20][CH2:21][CH3:22])[CH:19]=2)=[C:7]([O:12][CH2:56][CH2:55][O:54][CH3:53])[N:8]=[C:9]([CH3:11])[N:10]=1)[CH2:2][CH2:3][CH3:4].[CH2:1]([C:5]1[N:10]=[C:9]([CH3:11])[N:8]([O:57][CH2:56][CH2:55][O:54][CH3:53])[C:7](=[O:12])[C:6]=1[CH2:13][C:14]1[CH:15]=[C:16]([CH2:31][CH2:32][CH3:33])[C:17]([O:23][Si:24]([C:27]([CH3:30])([CH3:29])[CH3:28])([CH3:26])[CH3:25])=[C:18]([CH2:20][CH2:21][CH3:22])[CH:19]=1)[CH2:2][CH2:3][CH3:4], predict the reactants needed to synthesize it. The reactants are: [CH2:1]([C:5]1[N:10]=[C:9]([CH3:11])[NH:8][C:7](=[O:12])[C:6]=1[CH2:13][C:14]1[CH:19]=[C:18]([CH2:20][CH2:21][CH3:22])[C:17]([O:23][Si:24]([C:27]([CH3:30])([CH3:29])[CH3:28])([CH3:26])[CH3:25])=[C:16]([CH2:31][CH2:32][CH3:33])[CH:15]=1)[CH2:2][CH2:3][CH3:4].C1(P(C2C=CC=CC=2)C2C=CC=CC=2)C=CC=CC=1.[CH3:53][O:54][CH2:55][CH2:56][OH:57].N(C(OCC)=O)=NC(OCC)=O. (4) Given the product [CH3:1][O:2][C:3](=[O:30])[C:4]1[CH:9]=[CH:8][C:7]([CH3:10])=[C:6]([N:11]2[C:16](=[O:17])[C:15]([Cl:18])=[C:14]([O:19][CH2:32][C:33]3[CH:38]=[CH:37][CH:36]=[C:35]([F:39])[N:34]=3)[N:13]=[C:12]2[CH3:29])[CH:5]=1, predict the reactants needed to synthesize it. The reactants are: [CH3:1][O:2][C:3](=[O:30])[C:4]1[CH:9]=[CH:8][C:7]([CH3:10])=[C:6]([N:11]2[C:16](=[O:17])[C:15]([Cl:18])=[C:14]([O:19]CC3C=CC(OC)=CC=3)[N:13]=[C:12]2[CH3:29])[CH:5]=1.Cl[CH2:32][C:33]1[CH:38]=[CH:37][CH:36]=[C:35]([F:39])[N:34]=1.C(=O)([O-])[O-].[K+].[K+].C1OCCOCCOCCOCCOCCOC1. (5) Given the product [CH3:1][C:2]1[CH:3]=[C:4]2[C:12](=[CH:13][CH:14]=1)[NH:11][C:10]1[CH:9]([NH:15][C:16](=[O:23])[C:17]3[CH:22]=[CH:21][CH:20]=[CH:19][CH:18]=3)[CH2:8][CH2:7][CH2:6][C:5]2=1, predict the reactants needed to synthesize it. The reactants are: [CH3:1][C:2]1[CH:3]=[C:4]2[C:12](=[CH:13][CH:14]=1)[NH:11][C:10]1[CH:9]([NH2:15])[CH2:8][CH2:7][CH2:6][C:5]2=1.[C:16](Cl)(=[O:23])[C:17]1[CH:22]=[CH:21][CH:20]=[CH:19][CH:18]=1. (6) The reactants are: [Cl:1][C:2]1[CH:3]=[N:4][C:5]2[N:6]([N:8]=[C:9]([C:11]([OH:13])=O)[CH:10]=2)[CH:7]=1.[CH3:14][N:15]1[C:20]2[C:21]([CH3:25])=[C:22]([CH3:24])[NH:23][C:19]=2[CH2:18][CH2:17][NH:16]1. Given the product [Cl:1][C:2]1[CH:3]=[N:4][C:5]2[N:6]([N:8]=[C:9]([C:11]([N:16]3[CH2:17][CH2:18][C:19]4[NH:23][C:22]([CH3:24])=[C:21]([CH3:25])[C:20]=4[N:15]3[CH3:14])=[O:13])[CH:10]=2)[CH:7]=1, predict the reactants needed to synthesize it. (7) Given the product [OH:29][CH:26]([CH2:27][OH:28])[CH2:25][NH:24][C:7](=[O:8])[C:6]1[CH:10]=[CH:11][C:3]([O:2][CH3:1])=[C:4](/[CH:12]=[CH:13]/[C:14]2[CH:15]=[CH:16][C:17]([C:20]([F:21])([F:22])[F:23])=[CH:18][CH:19]=2)[CH:5]=1, predict the reactants needed to synthesize it. The reactants are: [CH3:1][O:2][C:3]1[CH:11]=[CH:10][C:6]([C:7](O)=[O:8])=[CH:5][C:4]=1/[CH:12]=[CH:13]/[C:14]1[CH:19]=[CH:18][C:17]([C:20]([F:23])([F:22])[F:21])=[CH:16][CH:15]=1.[NH2:24][CH2:25][CH:26]([OH:29])[CH2:27][OH:28]. (8) Given the product [N:1]1([S:7]([C:10]2[CH:11]=[C:12]([CH:16]=[CH:17][CH:18]=2)[C:13]([NH:29][C@@H:19]2[C:28]3[C:23](=[CH:24][CH:25]=[CH:26][CH:27]=3)[CH2:22][CH2:21][CH2:20]2)=[O:15])(=[O:8])=[O:9])[CH2:2][CH2:3][CH2:4][CH2:5][CH2:6]1, predict the reactants needed to synthesize it. The reactants are: [N:1]1([S:7]([C:10]2[CH:11]=[C:12]([CH:16]=[CH:17][CH:18]=2)[C:13]([OH:15])=O)(=[O:9])=[O:8])[CH2:6][CH2:5][CH2:4][CH2:3][CH2:2]1.[C@@H:19]1([NH2:29])[C:28]2[C:23](=[CH:24][CH:25]=[CH:26][CH:27]=2)[CH2:22][CH2:21][CH2:20]1.